The task is: Predict which catalyst facilitates the given reaction.. This data is from Catalyst prediction with 721,799 reactions and 888 catalyst types from USPTO. (1) Reactant: [Cl:1][C:2]1[CH:10]=[C:9]([C:11]([NH:13][CH:14]([C:16]2[NH:20][C:19]3[CH:21]=[CH:22][C:23]([Cl:25])=[CH:24][C:18]=3[N:17]=2)[CH3:15])=[O:12])[CH:8]=[CH:7][C:3]=1[C:4]([OH:6])=O.[N:26]1[CH:31]=[CH:30][CH:29]=[C:28]([CH:32]2[CH2:37][CH2:36][CH2:35][CH2:34][NH:33]2)[CH:27]=1.C(N(C(C)C)CC)(C)C.ClCl. Product: [Cl:1][C:2]1[CH:10]=[C:9]([CH:8]=[CH:7][C:3]=1[C:4]([N:33]1[CH2:34][CH2:35][CH2:36][CH2:37][CH:32]1[C:28]1[CH:27]=[N:26][CH:31]=[CH:30][CH:29]=1)=[O:6])[C:11]([NH:13][CH:14]([C:16]1[NH:20][C:19]2[CH:21]=[CH:22][C:23]([Cl:25])=[CH:24][C:18]=2[N:17]=1)[CH3:15])=[O:12]. The catalyst class is: 16. (2) Reactant: [NH2:1][C:2]1[N:10]=[C:9]([O:11][CH3:12])[CH:8]=[C:7]([O:13][CH3:14])[C:3]=1[C:4]([NH2:6])=[O:5].[CH2:15]([O:22][CH2:23][CH2:24][O:25][C:26]1[C:33]([CH3:34])=[CH:32][C:29]([CH:30]=O)=[CH:28][C:27]=1[CH3:35])[C:16]1[CH:21]=[CH:20][CH:19]=[CH:18][CH:17]=1.OS([O-])=O.[Na+].CC1C=CC(S(O)(=O)=O)=CC=1. Product: [CH2:15]([O:22][CH2:23][CH2:24][O:25][C:26]1[C:33]([CH3:34])=[CH:32][C:29]([C:30]2[NH:6][C:4](=[O:5])[C:3]3[C:7]([O:13][CH3:14])=[CH:8][C:9]([O:11][CH3:12])=[N:10][C:2]=3[N:1]=2)=[CH:28][C:27]=1[CH3:35])[C:16]1[CH:21]=[CH:20][CH:19]=[CH:18][CH:17]=1. The catalyst class is: 80.